This data is from Kir2.1 potassium channel HTS with 301,493 compounds. The task is: Binary Classification. Given a drug SMILES string, predict its activity (active/inactive) in a high-throughput screening assay against a specified biological target. (1) The drug is s1c(NC(=O)CCC(=O)N(Cc2cc3OCOc3cc2)CC(=O)NCCOC)ncc1. The result is 0 (inactive). (2) The molecule is Fc1ccc(n2c(nn(CCOc3ccccc3)c2=O)C)cc1. The result is 0 (inactive). (3) The drug is S(Cc1oc(cc1)C(=O)Nc1c(F)cccc1)c1ccccc1. The result is 0 (inactive). (4) The compound is O(C(=O)C1CCCN(C1)c1nc2c(nc1C(C(OC(COC)C)=O)C#N)cccc2)CC. The result is 0 (inactive). (5) The molecule is O=C(Nc1ccc(cc1)C(=O)NN\C=C1\C=C(OCC)C(=O)C=C1)C1CC1. The result is 0 (inactive). (6) The molecule is s1c(C2C3=C(Nc4[nH]c(SC(C)C)nc(=O)c24)CC(CC3=O)(C)C)ccc1. The result is 0 (inactive). (7) The molecule is Brc1cc(C2NC(=O)NC(=C2C(OCc2ccccc2)=O)C)ccc1. The result is 0 (inactive). (8) The compound is S(c1nc(cc(c2ccc(OC)cc2)c1C#N)c1ccccc1)C(C)C(O)=O. The result is 0 (inactive).